Dataset: Reaction yield outcomes from USPTO patents with 853,638 reactions. Task: Predict the reaction yield, written as a fraction of the theoretical maximum amount of product (1.0 means a 100% yield; for example, 0.34 means a 34% yield). (1) The reactants are Cl[C:2]1[CH:3]=[C:4]([CH:7]=[CH:8][C:9]=1[CH2:10][C:11]([OH:29])([C:25]([F:28])([F:27])[F:26])[CH2:12][C:13]([C:16]1[CH:21]=[C:20]([F:22])[CH:19]=[CH:18][C:17]=1[O:23][CH3:24])([CH3:15])[CH3:14])[CH:5]=O.[ClH:30].[NH2:31][OH:32].[CH2:33](O)C. The catalyst is C(O)(=O)C. The product is [Cl:30][C:8]1[CH:7]=[C:4]([C:5](=[N:31][OH:32])[CH3:33])[CH:3]=[CH:2][C:9]=1[CH2:10][C:11]([OH:29])([C:25]([F:27])([F:26])[F:28])[CH2:12][C:13]([C:16]1[CH:21]=[C:20]([F:22])[CH:19]=[CH:18][C:17]=1[O:23][CH3:24])([CH3:15])[CH3:14]. The yield is 0.450. (2) The yield is 0.850. The reactants are [CH2:1]([O:8][C:9]1[CH:14]=[CH:13][C:12]([N:15]2[CH2:22][CH2:21][C:18]3([O:20][CH2:19]3)[CH2:17][CH2:16]2)=[CH:11][CH:10]=1)[C:2]1[CH:7]=[CH:6][CH:5]=[CH:4][CH:3]=1.[CH:23]1([NH2:26])[CH2:25][CH2:24]1. The catalyst is CO.C(OCC)(=O)C. The product is [CH2:1]([O:8][C:9]1[CH:14]=[CH:13][C:12]([N:15]2[CH2:16][CH2:17][C:18]([CH2:19][NH:26][CH:23]3[CH2:25][CH2:24]3)([OH:20])[CH2:21][CH2:22]2)=[CH:11][CH:10]=1)[C:2]1[CH:3]=[CH:4][CH:5]=[CH:6][CH:7]=1. (3) The reactants are I.[NH2:2][C:3]1[C:4]([C:11]([NH:13][C:14](=[NH:17])SC)=[O:12])=[N:5][C:6]([Cl:10])=[C:7]([NH2:9])[N:8]=1.[C:18]([CH2:21][C:22]1[CH:27]=[CH:26][C:25]([CH2:28][CH2:29][CH2:30][CH2:31][NH2:32])=[CH:24][CH:23]=1)([OH:20])=[O:19]. The yield is 0.250. The product is [ClH:10].[C:18]([CH2:21][C:22]1[CH:27]=[CH:26][C:25]([CH2:28][CH2:29][CH2:30][CH2:31][NH:32][C:14]([NH:13][C:11]([C:4]2[C:3]([NH2:2])=[N:8][C:7]([NH2:9])=[C:6]([Cl:10])[N:5]=2)=[O:12])=[NH:17])=[CH:24][CH:23]=1)([OH:20])=[O:19]. The catalyst is C1COCC1. (4) The reactants are N[C:2]1[CH:10]=[CH:9][CH:8]=[C:7]2[C:3]=1[CH:4]=[N:5][NH:6]2.Cl.N([O-])=O.[Na+].[I-:16].[K+]. The catalyst is O.C(OCC)(=O)C. The product is [I:16][C:2]1[CH:10]=[CH:9][CH:8]=[C:7]2[C:3]=1[CH:4]=[N:5][NH:6]2. The yield is 0.250. (5) The reactants are [C:1]([C:5]1[CH:9]=[C:8]([NH:10][C:11](=[O:19])OC2C=CC=CC=2)[N:7]([CH2:20][CH:21]([CH3:23])[CH3:22])[N:6]=1)([CH3:4])([CH3:3])[CH3:2].C(N(CC)C(C)C)(C)C.[CH3:33][O:34][C:35]1[CH:36]=[C:37]2[C:42](=[CH:43][C:44]=1[O:45][CH3:46])[N:41]=[CH:40][N:39]=[C:38]2[O:47][C:48]1[CH:49]=[C:50]([CH:52]=[CH:53][CH:54]=1)[NH2:51]. The catalyst is C1COCC1. The product is [C:1]([C:5]1[CH:9]=[C:8]([NH:10][C:11]([NH:51][C:50]2[CH:52]=[CH:53][CH:54]=[C:48]([O:47][C:38]3[C:37]4[C:42](=[CH:43][C:44]([O:45][CH3:46])=[C:35]([O:34][CH3:33])[CH:36]=4)[N:41]=[CH:40][N:39]=3)[CH:49]=2)=[O:19])[N:7]([CH2:20][CH:21]([CH3:22])[CH3:23])[N:6]=1)([CH3:2])([CH3:3])[CH3:4]. The yield is 0.380. (6) The catalyst is O. The product is [CH2:1]([S:8][CH:9]([CH:42]=[O:43])[CH2:10][NH:11][C:12]([C:14]1[NH:15][C:16]2[C:21]([CH:22]=1)=[CH:20][C:19]([O:23][CH2:24][CH2:25][CH2:26][S:27]([CH3:30])(=[O:29])=[O:28])=[CH:18][C:17]=2[N:31]([CH3:41])[S:32]([C:35]1[CH:40]=[CH:39][CH:38]=[CH:37][N:36]=1)(=[O:34])=[O:33])=[O:13])[C:2]1[CH:3]=[CH:4][CH:5]=[CH:6][CH:7]=1. The reactants are [CH2:1]([S:8][CH:9]([CH:42](OC)[O:43]C)[CH2:10][NH:11][C:12]([C:14]1[NH:15][C:16]2[C:21]([CH:22]=1)=[CH:20][C:19]([O:23][CH2:24][CH2:25][CH2:26][S:27]([CH3:30])(=[O:29])=[O:28])=[CH:18][C:17]=2[N:31]([CH3:41])[S:32]([C:35]1[CH:40]=[CH:39][CH:38]=[CH:37][N:36]=1)(=[O:34])=[O:33])=[O:13])[C:2]1[CH:7]=[CH:6][CH:5]=[CH:4][CH:3]=1.CC(C)=O. The yield is 1.00. (7) The reactants are Br[C:2]1[C:10]2[O:9][CH2:8][CH2:7][C:6]=2[CH:5]=[C:4]([CH:11]=[O:12])[CH:3]=1.[Cu][C:14]#[N:15]. The catalyst is CC(N(C)C)=O. The product is [CH:11]([C:4]1[CH:3]=[C:2]([C:14]#[N:15])[C:10]2[O:9][CH2:8][CH2:7][C:6]=2[CH:5]=1)=[O:12]. The yield is 0.500.